Dataset: Forward reaction prediction with 1.9M reactions from USPTO patents (1976-2016). Task: Predict the product of the given reaction. (1) Given the reactants [NH2:1][C:2]([CH3:7])([CH2:5][OH:6])[CH2:3][OH:4].[Cl:8][C:9]1[S:13][C:12]([S:14](Cl)(=[O:16])=[O:15])=[CH:11][C:10]=1[N+:18]([O-:20])=[O:19].C(N(CC)CC)C.O, predict the reaction product. The product is: [OH:4][CH2:3][C:2]([NH:1][S:14]([C:12]1[S:13][C:9]([Cl:8])=[C:10]([N+:18]([O-:20])=[O:19])[CH:11]=1)(=[O:16])=[O:15])([CH2:5][OH:6])[CH3:7]. (2) Given the reactants C[O:2][C:3](=O)[C:4]([CH3:16])([CH3:15])[C@@H:5]([NH:7][C:8]([O:10][C:11]([CH3:14])([CH3:13])[CH3:12])=[O:9])[CH3:6].[H-].[Al+3].[Li+].[H-].[H-].[H-].O.[OH-].[Na+], predict the reaction product. The product is: [C:11]([O:10][C:8](=[O:9])[NH:7][C@@H:5]([CH3:6])[C:4]([CH3:16])([CH3:15])[CH2:3][OH:2])([CH3:14])([CH3:12])[CH3:13]. (3) Given the reactants [CH3:1][C:2]1[CH:7]=[C:6]([NH:8][CH:9]2[CH2:14][CH2:13][N:12]([C@H:15]3[CH2:20][CH2:19][C@H:18]([O:21][CH:22]4[CH2:25]C[CH2:23]4)[CH2:17][CH2:16]3)[CH2:11][CH2:10]2)[C:5]([NH2:26])=[CH:4][CH:3]=1.[Cl:27][C:28](Cl)([O:30]C(=O)OC(Cl)(Cl)Cl)Cl.C(N(C(C)C)CC)(C)C, predict the reaction product. The product is: [ClH:27].[CH3:1][C:2]1[CH:3]=[CH:4][C:5]2[NH:26][C:28](=[O:30])[N:8]([CH:9]3[CH2:14][CH2:13][N:12]([C@H:15]4[CH2:16][CH2:17][C@H:18]([O:21][CH:22]5[CH2:23][CH2:25]5)[CH2:19][CH2:20]4)[CH2:11][CH2:10]3)[C:6]=2[CH:7]=1. (4) The product is: [CH3:3][O:4][C:5]([C:7]1[N:8]=[C:9]([CH2:12][C:13]2[CH:18]=[CH:17][CH:16]=[C:15]([C:19](=[O:20])[CH3:24])[CH:14]=2)[O:10][CH:11]=1)=[O:6]. Given the reactants N#N.[CH3:3][O:4][C:5]([C:7]1[N:8]=[C:9]([CH2:12][C:13]2[CH:18]=[CH:17][CH:16]=[C:15]([C:19]3([CH3:24])OCC[O:20]3)[CH:14]=2)[O:10][CH:11]=1)=[O:6].Cl.O, predict the reaction product. (5) Given the reactants C(NC(C)C)(C)C.C([Li])CCC.[Br:13][C:14]1[CH:19]=[C:18]([Cl:20])[CH:17]=[CH:16][C:15]=1[F:21].[C:22](=[O:24])=[O:23], predict the reaction product. The product is: [Br:13][C:14]1[C:15]([F:21])=[C:16]([CH:17]=[C:18]([Cl:20])[CH:19]=1)[C:22]([OH:24])=[O:23]. (6) Given the reactants Cl.[O:2]=[C:3]1[NH:9][C:8]2[N:10]=[CH:11][C:12]([CH:14]=[CH:15][C:16]([OH:18])=O)=[CH:13][C:7]=2[CH2:6][NH:5][CH2:4]1.[Cl:19][C:20]1[C:24]2[CH:25]=[CH:26][CH:27]=[CH:28][C:23]=2[O:22][C:21]=1[CH2:29][NH:30][CH3:31], predict the reaction product. The product is: [ClH:19].[Cl:19][C:20]1[C:24]2[CH:25]=[CH:26][CH:27]=[CH:28][C:23]=2[O:22][C:21]=1[CH2:29][N:30]([CH3:31])[C:16](=[O:18])/[CH:15]=[CH:14]/[C:12]1[CH:11]=[N:10][C:8]2[NH:9][C:3](=[O:2])[CH2:4][NH:5][CH2:6][C:7]=2[CH:13]=1. (7) Given the reactants [Cl:1][C:2]1[C:10]([NH:11][C:12](=[O:18])[CH2:13][C:14]([CH3:17])([CH3:16])[CH3:15])=[CH:9][CH:8]=[C:7]2[C:3]=1[CH2:4][CH2:5][N:6]2C(=O)C(F)(F)F.C([O-])([O-])=O.[K+].[K+], predict the reaction product. The product is: [Cl:1][C:2]1[C:10]([NH:11][C:12](=[O:18])[CH2:13][C:14]([CH3:16])([CH3:15])[CH3:17])=[CH:9][CH:8]=[C:7]2[C:3]=1[CH2:4][CH2:5][NH:6]2.